Dataset: Reaction yield outcomes from USPTO patents with 853,638 reactions. Task: Predict the reaction yield, written as a fraction of the theoretical maximum amount of product (1.0 means a 100% yield; for example, 0.34 means a 34% yield). (1) The reactants are [C:1]([O:5][C:6]([N:8]([CH2:19][C:20]1[CH:25]=[CH:24][CH:23]=[CH:22][CH:21]=1)[C@H:9]([CH2:17][OH:18])[CH2:10][C:11]1[CH:16]=[CH:15][CH:14]=[CH:13][CH:12]=1)=[O:7])([CH3:4])([CH3:3])[CH3:2].CC1(C)N([O])C(C)(C)CCC1.[Br-].[Na+].C(=O)(O)[O-].[Na+]. The catalyst is C1(C)C=CC=CC=1.O.C(OCC)(=O)C. The product is [C:1]([O:5][C:6]([N:8]([CH2:19][C:20]1[CH:21]=[CH:22][CH:23]=[CH:24][CH:25]=1)[C@H:9]([CH:17]=[O:18])[CH2:10][C:11]1[CH:12]=[CH:13][CH:14]=[CH:15][CH:16]=1)=[O:7])([CH3:4])([CH3:2])[CH3:3]. The yield is 1.00. (2) The reactants are [C:1]([C:4]1[C:5]2[CH:12]=[C:11]([O:13][S:14]([C:17]3[CH:22]=[CH:21][CH:20]=[CH:19][CH:18]=3)(=[O:16])=[O:15])[CH:10]=[CH:9][C:6]=2[S:7][CH:8]=1)(=[O:3])C.C1(S(OC2C=CC(SCC#C)=CC=2)(=O)=[O:30])C=CC=CC=1.Cl[O-].[Na+].Cl. The catalyst is O1CCOCC1. The product is [C:17]1([S:14]([O:13][C:11]2[CH:10]=[CH:9][C:6]3[S:7][CH:8]=[C:4]([C:1]([OH:30])=[O:3])[C:5]=3[CH:12]=2)(=[O:15])=[O:16])[CH:18]=[CH:19][CH:20]=[CH:21][CH:22]=1. The yield is 0.824. (3) The reactants are [Br:1][C:2]1[CH:3]=[C:4]2[C:9](=[CH:10][CH:11]=1)[O:8]C(=O)[CH2:6][C:5]2([CH3:14])[CH3:13].[CH2:15]([Mg]Br)C.Cl.C([O:23][CH2:24][CH3:25])(=O)C. The catalyst is O1CCCC1.CCCCCC. The product is [Br:1][C:2]1[CH:11]=[CH:10][C:9]([OH:8])=[C:4]([C:5]([CH3:13])([CH3:14])[CH2:6][C:24]([OH:23])([CH3:25])[CH3:15])[CH:3]=1. The yield is 1.00. (4) The reactants are [Br:1][C:2]1[CH:3]=[C:4]([CH2:8][C:9](O)=[O:10])[CH:5]=[CH:6][CH:7]=1.B.C1COCC1. The catalyst is C1COCC1. The product is [Br:1][C:2]1[CH:3]=[C:4]([CH2:8][CH2:9][OH:10])[CH:5]=[CH:6][CH:7]=1. The yield is 0.970.